Dataset: Forward reaction prediction with 1.9M reactions from USPTO patents (1976-2016). Task: Predict the product of the given reaction. Given the reactants [CH3:1][C:2]1[C:6]2[CH:7]=[CH:8][CH:9]=[CH:10][C:5]=2[O:4][N:3]=1.[Br:11]N1C(=O)CCC1=O.C(OOC(=O)C1C=CC=CC=1)(=O)C1C=CC=CC=1, predict the reaction product. The product is: [Br:11][CH2:1][C:2]1[C:6]2[CH:7]=[CH:8][CH:9]=[CH:10][C:5]=2[O:4][N:3]=1.